Dataset: Forward reaction prediction with 1.9M reactions from USPTO patents (1976-2016). Task: Predict the product of the given reaction. The product is: [CH2:54]([N:45]([C:46]1[CH:47]=[CH:48][C:49]([CH2:52][CH3:53])=[CH:50][CH:51]=1)[C:43](=[O:44])[CH2:42][N:8]1[N:7]=[C:6]([CH2:13][C:14]2[CH:15]=[N:16][CH:17]=[CH:18][CH:19]=2)[C:5]2[C:10](=[CH:11][C:2]([CH3:1])=[CH:3][CH:4]=2)[C:9]1=[O:12])[CH3:55].[CH2:54]([N:45]([C:46]1[CH:47]=[CH:48][C:49]([CH2:52][CH3:53])=[CH:50][CH:51]=1)[C:43](=[O:44])[CH2:42][N:26]1[N:25]=[C:24]([CH2:32][C:33]2[CH:34]=[N:35][CH:36]=[CH:37][CH:38]=2)[C:23]2[C:28](=[CH:29][CH:30]=[C:21]([CH3:20])[CH:22]=2)[C:27]1=[O:31])[CH3:55]. Given the reactants [CH3:1][C:2]1[CH:11]=[C:10]2[C:5]([C:6]([CH2:13][C:14]3[CH:15]=[N:16][CH:17]=[CH:18][CH:19]=3)=[N:7][NH:8][C:9]2=[O:12])=[CH:4][CH:3]=1.[CH3:20][C:21]1[CH:22]=[C:23]2[C:28](=[CH:29][CH:30]=1)[C:27](=[O:31])[NH:26][N:25]=[C:24]2[CH2:32][C:33]1[CH:34]=[N:35][CH:36]=[CH:37][CH:38]=1.[H-].[Na+].Br[CH2:42][C:43]([N:45]([CH2:54][CH3:55])[C:46]1[CH:51]=[CH:50][C:49]([CH2:52][CH3:53])=[CH:48][CH:47]=1)=[O:44], predict the reaction product.